Dataset: Full USPTO retrosynthesis dataset with 1.9M reactions from patents (1976-2016). Task: Predict the reactants needed to synthesize the given product. (1) Given the product [C:1]([O:5][C:6]([N:8]1[CH2:12][CH:11]([F:13])[CH2:10][CH:9]1[C:14]([OH:16])=[O:15])=[O:7])([CH3:4])([CH3:2])[CH3:3], predict the reactants needed to synthesize it. The reactants are: [C:1]([O:5][C:6]([N:8]1[CH2:12][CH:11]([F:13])[CH2:10][CH:9]1[C:14]([O:16]C)=[O:15])=[O:7])([CH3:4])([CH3:3])[CH3:2].[OH-].[Na+]. (2) Given the product [F:7][C:8]1[CH:15]=[C:14]([O:16][CH3:17])[C:13]([O:18][CH3:19])=[CH:12][C:9]=1[CH2:10][N:26]1[C:25]2[CH:27]=[C:28]([C:30]3[CH:35]=[CH:34][CH:33]=[CH:32][CH:31]=3)[S:29][C:24]=2[C:23](=[O:36])[N:22]([CH:37]2[CH2:42][CH2:41][N:40]([C:43]([O:45][C:46]([CH3:48])([CH3:47])[CH3:49])=[O:44])[CH2:39][CH2:38]2)[C:21]1=[O:20], predict the reactants needed to synthesize it. The reactants are: C(=O)([O-])[O-].[K+].[K+].[F:7][C:8]1[CH:15]=[C:14]([O:16][CH3:17])[C:13]([O:18][CH3:19])=[CH:12][C:9]=1[CH2:10]Cl.[O:20]=[C:21]1[NH:26][C:25]2[CH:27]=[C:28]([C:30]3[CH:35]=[CH:34][CH:33]=[CH:32][CH:31]=3)[S:29][C:24]=2[C:23](=[O:36])[N:22]1[CH:37]1[CH2:42][CH2:41][N:40]([C:43]([O:45][C:46]([CH3:49])([CH3:48])[CH3:47])=[O:44])[CH2:39][CH2:38]1. (3) Given the product [Cl:11][C:10]1[C:2]([NH:1][C:17]([NH:16][CH2:15][CH2:14][CH2:13][Cl:12])=[O:18])=[C:3]([CH:7]=[CH:8][CH:9]=1)[C:4]([OH:6])=[O:5], predict the reactants needed to synthesize it. The reactants are: [NH2:1][C:2]1[C:10]([Cl:11])=[CH:9][CH:8]=[CH:7][C:3]=1[C:4]([OH:6])=[O:5].[Cl:12][CH2:13][CH2:14][CH2:15][N:16]=[C:17]=[O:18].[N-]=C=O. (4) The reactants are: [Br:1][C:2]1[CH:3]=[CH:4][C:5]([C:17]([OH:19])=O)=[C:6]2[C:10]=1[O:9][C:8]([C:11]1[CH:16]=[CH:15][CH:14]=[CH:13][CH:12]=1)=[N:7]2.Cl.Cl.[NH2:22][CH:23]1[CH:28]2[CH2:29][CH2:30][N:25]([CH2:26][CH2:27]2)[CH2:24]1.Cl.C(N=C=NCCCN(C)C)C.ON1C2C=CC=CC=2N=N1.C(N(CC)CC)C. Given the product [N:25]12[CH2:30][CH2:29][CH:28]([CH2:27][CH2:26]1)[CH:23]([NH:22][C:17]([C:5]1[CH:4]=[CH:3][C:2]([Br:1])=[C:10]3[O:9][C:8]([C:11]4[CH:12]=[CH:13][CH:14]=[CH:15][CH:16]=4)=[N:7][C:6]=13)=[O:19])[CH2:24]2, predict the reactants needed to synthesize it. (5) Given the product [ClH:14].[C:1]([O:5][C:6]([N:8]1[CH2:13][CH2:12][NH:11][CH2:10][CH2:9]1)=[O:7])([CH3:4])([CH3:2])[CH3:3], predict the reactants needed to synthesize it. The reactants are: [C:1]([O:5][C:6]([N:8]1[CH2:13][CH2:12][NH:11][CH2:10][CH2:9]1)=[O:7])([CH3:4])([CH3:3])[CH3:2].[ClH:14].